Dataset: HIV replication inhibition screening data with 41,000+ compounds from the AIDS Antiviral Screen. Task: Binary Classification. Given a drug SMILES string, predict its activity (active/inactive) in a high-throughput screening assay against a specified biological target. (1) The compound is CCOc1ccnc2c(OC)c(C)c3nc4ccccc4nc3c12. The result is 0 (inactive). (2) The result is 0 (inactive). The molecule is CC(=C1N=C(c2cc([N+](=O)[O-])ccc2Cl)N(c2ccc(Br)cc2)C1=O)c1cc2ccccc2oc1=O. (3) The molecule is Cn1cccc(C(=O)c2ccccc2)c1=O. The result is 0 (inactive).